From a dataset of Peptide-MHC class II binding affinity with 134,281 pairs from IEDB. Regression. Given a peptide amino acid sequence and an MHC pseudo amino acid sequence, predict their binding affinity value. This is MHC class II binding data. (1) The peptide sequence is QRKVFRELVRNCDLP. The MHC is DRB1_1301 with pseudo-sequence DRB1_1301. The binding affinity (normalized) is 0.194. (2) The binding affinity (normalized) is 0.280. The peptide sequence is QASPDLLRGLLSTFI. The MHC is HLA-DQA10101-DQB10501 with pseudo-sequence HLA-DQA10101-DQB10501. (3) The peptide sequence is YIKFLANVSTVLTGK. The MHC is DRB1_1101 with pseudo-sequence DRB1_1101. The binding affinity (normalized) is 0.487. (4) The peptide sequence is MAHSKEIPSFRWTQS. The MHC is DRB1_0101 with pseudo-sequence DRB1_0101. The binding affinity (normalized) is 0.352. (5) The peptide sequence is AFKVAATAAHAAPAN. The MHC is DRB1_0701 with pseudo-sequence DRB1_0701. The binding affinity (normalized) is 0.822. (6) The peptide sequence is WLGARYLEFEALGFLNE. The MHC is DRB3_0101 with pseudo-sequence DRB3_0101. The binding affinity (normalized) is 0.699. (7) The peptide sequence is QAVLTATNFFGINTI. The MHC is DRB1_0301 with pseudo-sequence DRB1_0301. The binding affinity (normalized) is 0.167. (8) The peptide sequence is GSCVYNMMGKREKKLGE. The MHC is DRB1_1302 with pseudo-sequence DRB1_1302. The binding affinity (normalized) is 0.205. (9) The peptide sequence is AAQRRPSRPFR. The MHC is H-2-IAu with pseudo-sequence H-2-IAu. The binding affinity (normalized) is 0.